From a dataset of Forward reaction prediction with 1.9M reactions from USPTO patents (1976-2016). Predict the product of the given reaction. (1) Given the reactants C([O:4][CH2:5][C:6]([CH3:45])([CH3:44])[CH2:7][N:8]1[C:14]2[CH:15]=[CH:16][C:17]([Cl:19])=[CH:18][C:13]=2[C@@H:12]([C:20]2[CH:25]=[CH:24][CH:23]=[C:22]([O:26][CH3:27])[C:21]=2[O:28][CH3:29])[O:11][C@H:10]([CH2:30][C:31]2[S:32][CH:33]=[C:34]([CH2:36][CH2:37][C:38]([O:40]CC)=[O:39])[N:35]=2)[C:9]1=[O:43])(=O)C.[OH-].[Na+].C(O)C.Cl, predict the reaction product. The product is: [Cl:19][C:17]1[CH:16]=[CH:15][C:14]2[N:8]([CH2:7][C:6]([CH3:44])([CH3:45])[CH2:5][OH:4])[C:9](=[O:43])[C@@H:10]([CH2:30][C:31]3[S:32][CH:33]=[C:34]([CH2:36][CH2:37][C:38]([OH:40])=[O:39])[N:35]=3)[O:11][C@H:12]([C:20]3[CH:25]=[CH:24][CH:23]=[C:22]([O:26][CH3:27])[C:21]=3[O:28][CH3:29])[C:13]=2[CH:18]=1. (2) Given the reactants [C:1]([O:5][C:6]([NH:8][C:9]1[CH:10]=[C:11]([NH:15][CH:16]2[CH2:21][CH2:20][NH:19][CH2:18][CH2:17]2)[CH:12]=[CH:13][CH:14]=1)=[O:7])([CH3:4])([CH3:3])[CH3:2].[C:22]1([C:28](=[CH2:39])[C:29]([O:31][CH2:32][C:33]2[CH:38]=[CH:37][CH:36]=[CH:35][CH:34]=2)=[O:30])[CH:27]=[CH:26][CH:25]=[CH:24][CH:23]=1, predict the reaction product. The product is: [C:1]([O:5][C:6]([NH:8][C:9]1[CH:10]=[C:11]([NH:15][CH:16]2[CH2:17][CH2:18][N:19]([CH2:39][CH:28]([C:22]3[CH:27]=[CH:26][CH:25]=[CH:24][CH:23]=3)[C:29]([O:31][CH2:32][C:33]3[CH:34]=[CH:35][CH:36]=[CH:37][CH:38]=3)=[O:30])[CH2:20][CH2:21]2)[CH:12]=[CH:13][CH:14]=1)=[O:7])([CH3:4])([CH3:2])[CH3:3]. (3) Given the reactants [OH:1][C@@H:2]1[CH2:11][CH2:10][C:5]2([O:9][CH2:8][CH2:7][O:6]2)[CH2:4][C@H:3]1[NH:12][CH:13]1[CH2:18][CH2:17][N:16]([C:19]([O:21][CH2:22][C:23]2[CH:28]=[CH:27][CH:26]=[CH:25][CH:24]=2)=[O:20])[CH2:15][CH2:14]1.C(N(C(C)C)C(C)C)C.[Br:38][CH2:39][C:40](Cl)=[O:41].C([O-])(O)=O.[Na+], predict the reaction product. The product is: [Br:38][CH2:39][C:40]([N:12]([CH:13]1[CH2:18][CH2:17][N:16]([C:19]([O:21][CH2:22][C:23]2[CH:24]=[CH:25][CH:26]=[CH:27][CH:28]=2)=[O:20])[CH2:15][CH2:14]1)[C@H:3]1[C@H:2]([OH:1])[CH2:11][CH2:10][C:5]2([O:6][CH2:7][CH2:8][O:9]2)[CH2:4]1)=[O:41]. (4) Given the reactants [F:1][C:2]1[CH:3]=[C:4]([CH:12]2[C:21]3[C:16](=[CH:17][CH:18]=[CH:19][CH:20]=3)[CH2:15][CH2:14][NH:13]2)[CH:5]=[CH:6][C:7]=1[C:8]([F:11])([F:10])[F:9].CCN(C(C)C)C(C)C.[N:31]1[CH:36]=[CH:35][CH:34]=[C:33]([N:37]=[C:38]=[O:39])[CH:32]=1.O, predict the reaction product. The product is: [F:1][C:2]1[CH:3]=[C:4]([CH:12]2[C:21]3[C:16](=[CH:17][CH:18]=[CH:19][CH:20]=3)[CH2:15][CH2:14][N:13]2[C:38]([NH:37][C:33]2[CH:32]=[N:31][CH:36]=[CH:35][CH:34]=2)=[O:39])[CH:5]=[CH:6][C:7]=1[C:8]([F:11])([F:9])[F:10].